Dataset: NCI-60 drug combinations with 297,098 pairs across 59 cell lines. Task: Regression. Given two drug SMILES strings and cell line genomic features, predict the synergy score measuring deviation from expected non-interaction effect. (1) Drug 2: C1=NC2=C(N=C(N=C2N1C3C(C(C(O3)CO)O)F)Cl)N. Cell line: ACHN. Synergy scores: CSS=39.0, Synergy_ZIP=1.90, Synergy_Bliss=2.98, Synergy_Loewe=-42.8, Synergy_HSA=3.25. Drug 1: CC1=CC2C(CCC3(C2CCC3(C(=O)C)OC(=O)C)C)C4(C1=CC(=O)CC4)C. (2) Drug 1: C1=CC(=CC=C1CCC2=CNC3=C2C(=O)NC(=N3)N)C(=O)NC(CCC(=O)O)C(=O)O. Drug 2: COC1=CC(=CC(=C1O)OC)C2C3C(COC3=O)C(C4=CC5=C(C=C24)OCO5)OC6C(C(C7C(O6)COC(O7)C8=CC=CS8)O)O. Cell line: OVCAR3. Synergy scores: CSS=35.0, Synergy_ZIP=-10.1, Synergy_Bliss=-14.1, Synergy_Loewe=-9.98, Synergy_HSA=-8.49. (3) Drug 1: CC1C(C(CC(O1)OC2CC(OC(C2O)C)OC3=CC4=CC5=C(C(=O)C(C(C5)C(C(=O)C(C(C)O)O)OC)OC6CC(C(C(O6)C)O)OC7CC(C(C(O7)C)O)OC8CC(C(C(O8)C)O)(C)O)C(=C4C(=C3C)O)O)O)O. Drug 2: C1=NC2=C(N1)C(=S)N=CN2. Cell line: PC-3. Synergy scores: CSS=20.4, Synergy_ZIP=-5.52, Synergy_Bliss=-2.89, Synergy_Loewe=-13.3, Synergy_HSA=-1.35.